From a dataset of Reaction yield outcomes from USPTO patents with 853,638 reactions. Predict the reaction yield, written as a fraction of the theoretical maximum amount of product (1.0 means a 100% yield; for example, 0.34 means a 34% yield). (1) The reactants are [NH:1]1[CH2:6][CH2:5][O:4][CH2:3][C@H:2]1[CH2:7][OH:8].[Cl:9][CH2:10][CH:11]1[CH2:13]O1. No catalyst specified. The product is [Cl:9][CH2:10][CH:11]1[O:8][CH2:7][CH:2]2[CH2:3][O:4][CH2:5][CH2:6][N:1]2[CH2:13]1. The yield is 0.350. (2) The yield is 0.220. The catalyst is O1CCCC1. The product is [OH:5][C:6]1([CH:17]=[CH2:18])[CH2:11][CH2:10][CH:9]([C:12]([O:14][CH2:15][CH3:16])=[O:13])[CH2:8][CH2:7]1. The reactants are [Cl-].[Ce+3].[Cl-].[Cl-].[O:5]=[C:6]1[CH2:11][CH2:10][CH:9]([C:12]([O:14][CH2:15][CH3:16])=[O:13])[CH2:8][CH2:7]1.[CH:17]([Mg]Br)=[CH2:18]. (3) The reactants are CN(C=O)C.[H-].[Na+].[CH3:8][N:9]1[CH2:22][CH2:21][C:12]2[NH:13][C:14]3[CH:15]=[CH:16][C:17]([CH3:20])=[CH:18][C:19]=3[C:11]=2[CH2:10]1.Br[CH2:24][CH2:25][CH2:26][C:27]1[CH:28]=[CH:29][C:30]([C:33]([F:36])([F:35])[F:34])=[N:31][CH:32]=1. The catalyst is O. The product is [F:36][C:33]([F:34])([F:35])[C:30]1[N:31]=[CH:32][C:27]([CH2:26][CH2:25][CH2:24][N:13]2[C:14]3[CH:15]=[CH:16][C:17]([CH3:20])=[CH:18][C:19]=3[C:11]3[CH2:10][N:9]([CH3:8])[CH2:22][CH2:21][C:12]2=3)=[CH:28][CH:29]=1. The yield is 0.200. (4) The reactants are [F:1][C:2]1[CH:35]=[CH:34][C:5]([C:6]([N:8]2[CH2:13][CH2:12][C:11]([CH2:15][N:16]3[C:21](=[O:22])[C:20]4[CH:23]=[CH:24][N:25]([C:26]5[CH:27]=[C:28]([CH:31]=[CH:32][CH:33]=5)[C:29]#[N:30])[C:19]=4[N:18]=[CH:17]3)([OH:14])[CH2:10][CH2:9]2)=[O:7])=[CH:4][CH:3]=1.[OH-].[Li+]. The catalyst is [Pd].[Ni].CO. The product is [NH2:30][CH2:29][C:28]1[CH:27]=[C:26]([N:25]2[C:19]3[N:18]=[CH:17][N:16]([CH2:15][C:11]4([OH:14])[CH2:12][CH2:13][N:8]([C:6](=[O:7])[C:5]5[CH:4]=[CH:3][C:2]([F:1])=[CH:35][CH:34]=5)[CH2:9][CH2:10]4)[C:21](=[O:22])[C:20]=3[CH:23]=[CH:24]2)[CH:33]=[CH:32][CH:31]=1. The yield is 0.210. (5) The reactants are [N:1]([CH:4]([C:8]1[CH:13]=[CH:12][C:11]([O:14][CH:15]([F:17])[F:16])=[CH:10][CH:9]=1)[CH:5]([CH3:7])[CH3:6])=[N+]=[N-]. The catalyst is CO.[Pd]. The product is [F:16][CH:15]([F:17])[O:14][C:11]1[CH:10]=[CH:9][C:8]([CH:4]([NH2:1])[CH:5]([CH3:7])[CH3:6])=[CH:13][CH:12]=1. The yield is 0.840. (6) The reactants are [Cl:1][C:2]1[CH:3]=[C:4](Cl)[C:5]2[N:6]([CH:8]=[CH:9][C:10]=2[Cl:11])[N:7]=1.[CH2:13]([NH2:20])[C:14]1[CH:19]=[CH:18][CH:17]=[CH:16][CH:15]=1. No catalyst specified. The product is [CH2:13]([NH:20][C:4]1[C:5]2[N:6]([CH:8]=[CH:9][C:10]=2[Cl:11])[N:7]=[C:2]([Cl:1])[CH:3]=1)[C:14]1[CH:19]=[CH:18][CH:17]=[CH:16][CH:15]=1. The yield is 0.716. (7) The yield is 0.960. The reactants are [Si]([O:8][CH2:9][CH2:10][C:11]1[C:12]([CH:17]([C:19]2[CH:23]=[C:22]([CH:24]3[O:28][CH2:27][CH2:26][O:25]3)[S:21][C:20]=2[Cl:29])[OH:18])=[N:13][CH:14]=[CH:15][CH:16]=1)(C(C)(C)C)(C)C.C1COCC1. The product is [Cl:29][C:20]1[S:21][C:22]([CH:24]2[O:28][CH2:27][CH2:26][O:25]2)=[CH:23][C:19]=1[CH:17]([OH:18])[C:12]1[C:11]([CH2:10][CH2:9][OH:8])=[CH:16][CH:15]=[CH:14][N:13]=1. No catalyst specified. (8) The reactants are [Si:1](Cl)([C:4]([CH3:7])([CH3:6])[CH3:5])([CH3:3])[CH3:2].[Br:9][C:10]1[CH:15]=[CH:14][C:13]([C:16]([OH:19])([CH3:18])[CH3:17])=[CH:12][CH:11]=1.N1C=CN=C1. The catalyst is CN(C=O)C. The product is [Br:9][C:10]1[CH:11]=[CH:12][C:13]([C:16]([CH3:18])([O:19][Si:1]([C:4]([CH3:7])([CH3:6])[CH3:5])([CH3:3])[CH3:2])[CH3:17])=[CH:14][CH:15]=1. The yield is 0.460. (9) The reactants are [Br:1][C:2]1[S:6][C:5]([C:7]([C:9](=[CH:15][C:16]2[CH:21]=[CH:20][CH:19]=[CH:18][CH:17]=2)[C:10]([O:12][CH2:13][CH3:14])=[O:11])=[O:8])=[CH:4][CH:3]=1.[Cl-].[Cl-].[Cl-].[Al+3]. The catalyst is [N+](CC)([O-])=O. The product is [Br:1][C:2]1[S:6][C:5]2[C:7](=[O:8])[CH:9]([C:10]([O:12][CH2:13][CH3:14])=[O:11])[CH:15]([C:16]3[CH:17]=[CH:18][CH:19]=[CH:20][CH:21]=3)[C:4]=2[CH:3]=1. The yield is 0.788. (10) The reactants are [CH3:1][O:2][C:3]1[CH:27]=[C:26]([O:28][CH3:29])[CH:25]=[CH:24][C:4]=1[CH2:5][N:6]([C:19]1[S:23][N:22]=[CH:21][N:20]=1)[S:7]([C:10]1[CH:15]=[C:14]([F:16])[C:13](F)=[CH:12][C:11]=1[F:18])(=[O:9])=[O:8].[CH3:30][N:31]1[C:35]([C@H:36]2[CH2:41][CH2:40][CH2:39][CH2:38][C@@H:37]2[OH:42])=[CH:34][CH:33]=[N:32]1.[H-].[Na+]. The catalyst is CS(C)=O. The product is [CH3:1][O:2][C:3]1[CH:27]=[C:26]([O:28][CH3:29])[CH:25]=[CH:24][C:4]=1[CH2:5][N:6]([C:19]1[S:23][N:22]=[CH:21][N:20]=1)[S:7]([C:10]1[CH:15]=[C:14]([F:16])[C:13]([O:42][C@H:37]2[CH2:38][CH2:39][CH2:40][CH2:41][C@@H:36]2[C:35]2[N:31]([CH3:30])[N:32]=[CH:33][CH:34]=2)=[CH:12][C:11]=1[F:18])(=[O:9])=[O:8]. The yield is 0.420.